From a dataset of Forward reaction prediction with 1.9M reactions from USPTO patents (1976-2016). Predict the product of the given reaction. (1) Given the reactants [CH3:1][CH:2]([O:4][C:5]1[CH:6]=[C:7]([CH:11]=[C:12]([O:14][C:15]2[CH:20]=[CH:19][C:18]([S:21]([CH3:24])(=[O:23])=[O:22])=[CH:17][CH:16]=2)[CH:13]=1)[C:8](O)=[O:9])[CH3:3].C(Cl)(=O)C(Cl)=O.[Cl:31][CH2:32][C:33]1[N:34]=[C:35]([NH2:38])[S:36][CH:37]=1.C(N(C(C)C)CC)(C)C.CN(C1C=CC=CN=1)C, predict the reaction product. The product is: [Cl:31][CH2:32][C:33]1[N:34]=[C:35]([NH:38][C:8](=[O:9])[C:7]2[CH:11]=[C:12]([O:14][C:15]3[CH:20]=[CH:19][C:18]([S:21]([CH3:24])(=[O:23])=[O:22])=[CH:17][CH:16]=3)[CH:13]=[C:5]([O:4][CH:2]([CH3:3])[CH3:1])[CH:6]=2)[S:36][CH:37]=1. (2) Given the reactants C[O:2][C:3](=[O:29])[CH2:4][O:5][C:6]1[CH:15]=[CH:14][C:13]([Cl:16])=[C:12]2[C:7]=1[C:8]([CH3:28])=[C:9]([S:18]([C:21]1[CH:26]=[CH:25][C:24]([Cl:27])=[CH:23][CH:22]=1)(=[O:20])=[O:19])[C:10]([CH3:17])=[N:11]2.CO.[OH-].[Na+], predict the reaction product. The product is: [Cl:16][C:13]1[CH:14]=[CH:15][C:6]([O:5][CH2:4][C:3]([OH:29])=[O:2])=[C:7]2[C:12]=1[N:11]=[C:10]([CH3:17])[C:9]([S:18]([C:21]1[CH:22]=[CH:23][C:24]([Cl:27])=[CH:25][CH:26]=1)(=[O:19])=[O:20])=[C:8]2[CH3:28]. (3) Given the reactants [C:1]([C:3]1[CH:4]=[N:5][N:6]2[C:11](=[O:12])[C:10]([CH2:13][CH3:14])=[C:9]([C:15](OCC)=[O:16])[N:8]([CH3:20])[C:7]=12)#[N:2].[NH4+:21].[OH-], predict the reaction product. The product is: [C:1]([C:3]1[CH:4]=[N:5][N:6]2[C:11](=[O:12])[C:10]([CH2:13][CH3:14])=[C:9]([C:15]([NH2:21])=[O:16])[N:8]([CH3:20])[C:7]=12)#[N:2]. (4) Given the reactants [Cl:1][C:2]1[CH:11]=[CH:10][C:5]2[CH:6](O)[O:7][CH2:8][C:4]=2[CH:3]=1.C(=O)([O-])[O-:13].[Cs+].[Cs+].[CH2:18]1[CH2:22][O:21][CH2:20][CH2:19]1, predict the reaction product. The product is: [Cl:1][C:2]1[CH:11]=[CH:10][C:5]2[CH:6]([CH2:19][C:20]([O:21][CH2:22][CH3:18])=[O:13])[O:7][CH2:8][C:4]=2[CH:3]=1. (5) Given the reactants F[B-](F)(F)F.BrC1C=CC=C[N+]=1CC.[F:15][C:16]1([F:34])[CH2:19][N:18]([C:20]2[N:21]=[CH:22][C:23]([C:31]([OH:33])=O)=[N:24][C:25]=2[O:26][CH2:27][CH:28]([F:30])[F:29])[CH2:17]1.Cl.[F:36][C:37]1([F:45])[CH2:41][NH:40][C@H:39]([C:42]([NH2:44])=[O:43])[CH2:38]1.CCN(C(C)C)C(C)C, predict the reaction product. The product is: [F:34][C:16]1([F:15])[CH2:17][N:18]([C:20]2[N:21]=[CH:22][C:23]([C:31]([N:40]3[CH2:41][C:37]([F:45])([F:36])[CH2:38][C@H:39]3[C:42]([NH2:44])=[O:43])=[O:33])=[N:24][C:25]=2[O:26][CH2:27][CH:28]([F:29])[F:30])[CH2:19]1.